This data is from NCI-60 drug combinations with 297,098 pairs across 59 cell lines. The task is: Regression. Given two drug SMILES strings and cell line genomic features, predict the synergy score measuring deviation from expected non-interaction effect. (1) Drug 1: CC12CCC3C(C1CCC2=O)CC(=C)C4=CC(=O)C=CC34C. Drug 2: B(C(CC(C)C)NC(=O)C(CC1=CC=CC=C1)NC(=O)C2=NC=CN=C2)(O)O. Cell line: HL-60(TB). Synergy scores: CSS=59.3, Synergy_ZIP=-3.23, Synergy_Bliss=-9.96, Synergy_Loewe=-10.8, Synergy_HSA=-10.8. (2) Drug 1: CC1C(C(CC(O1)OC2CC(CC3=C2C(=C4C(=C3O)C(=O)C5=C(C4=O)C(=CC=C5)OC)O)(C(=O)CO)O)N)O. Drug 2: C1=CC=C(C=C1)NC(=O)CCCCCCC(=O)NO. Cell line: SK-OV-3. Synergy scores: CSS=86.2, Synergy_ZIP=12.7, Synergy_Bliss=11.9, Synergy_Loewe=9.71, Synergy_HSA=15.5. (3) Drug 1: C1=CC(=CC=C1CC(C(=O)O)N)N(CCCl)CCCl.Cl. Drug 2: C#CCC(CC1=CN=C2C(=N1)C(=NC(=N2)N)N)C3=CC=C(C=C3)C(=O)NC(CCC(=O)O)C(=O)O. Cell line: CCRF-CEM. Synergy scores: CSS=33.7, Synergy_ZIP=0.459, Synergy_Bliss=-1.25, Synergy_Loewe=-2.83, Synergy_HSA=-2.43.